The task is: Regression. Given a peptide amino acid sequence and an MHC pseudo amino acid sequence, predict their binding affinity value. This is MHC class II binding data.. This data is from Peptide-MHC class II binding affinity with 134,281 pairs from IEDB. (1) The peptide sequence is SGVAATESAYLAYRN. The MHC is HLA-DQA10103-DQB10603 with pseudo-sequence HLA-DQA10103-DQB10603. The binding affinity (normalized) is 0.310. (2) The binding affinity (normalized) is 0.683. The MHC is HLA-DPA10201-DPB10501 with pseudo-sequence HLA-DPA10201-DPB10501. The peptide sequence is ASEVFKAVEAYLVAH. (3) The peptide sequence is INEPTAAAIAYMLDR. The MHC is HLA-DQA10401-DQB10402 with pseudo-sequence HLA-DQA10401-DQB10402. The binding affinity (normalized) is 0.679. (4) The peptide sequence is ARTDLLAFTRLPQAD. The MHC is HLA-DPA10301-DPB10402 with pseudo-sequence HLA-DPA10301-DPB10402. The binding affinity (normalized) is 0.123.